Dataset: Blood-brain barrier permeability classification from the B3DB database. Task: Regression/Classification. Given a drug SMILES string, predict its absorption, distribution, metabolism, or excretion properties. Task type varies by dataset: regression for continuous measurements (e.g., permeability, clearance, half-life) or binary classification for categorical outcomes (e.g., BBB penetration, CYP inhibition). Dataset: b3db_classification. (1) The drug is CCCCCCN1CCC(C(=O)N(C)CC)(c2ccccc2)CC1. The result is 1 (penetrates BBB). (2) The compound is O=C1CN=C(c2ccccc2Cl)c2cc(Cl)ccc2N1. The result is 1 (penetrates BBB). (3) The compound is CCNC(=NCCSCc1ncccc1Br)NC#N. The result is 0 (does not penetrate BBB). (4) The molecule is CC1(C)O[C@@H]2C[C@H]3C4C[C@H](F)C5=CC(=O)C=C[C@]5(C)[C@@]4(F)[C@@H](O)C[C@]3(C)[C@]2(C(=O)COC(=O)C2CC2)O1. The result is 1 (penetrates BBB).